The task is: Predict the reaction yield, written as a fraction of the theoretical maximum amount of product (1.0 means a 100% yield; for example, 0.34 means a 34% yield).. This data is from Reaction yield outcomes from USPTO patents with 853,638 reactions. (1) The reactants are [CH2:1]([OH:13])[CH2:2][CH2:3][CH2:4][CH2:5][CH2:6][CH2:7][CH2:8][CH2:9][CH2:10][CH2:11][CH3:12].[C:14](OCC)(=[O:18])[CH:15]([CH3:17])[OH:16]. No catalyst specified. The product is [C:14]([O:13][CH2:1][CH2:2][CH2:3][CH2:4][CH2:5][CH2:6][CH2:7][CH2:8][CH2:9][CH2:10][CH2:11][CH3:12])(=[O:18])[CH:15]([CH3:17])[OH:16]. The yield is 0.800. (2) The reactants are [CH3:1][C@@H:2]1[CH:19]2[C@:14]([CH3:21])([CH2:15][CH2:16][C:17](=O)[CH2:18]2)[C@@H:13]2[C@H:4]([C@H:5]3[C@@:9]([CH2:11][CH2:12]2)([CH3:10])[C:8](=[O:22])[CH2:7][CH2:6]3)[CH2:3]1.[ClH:23].Cl.[NH:25]1[CH2:29][CH2:28][C@@H:27]([O:30][NH2:31])[CH2:26]1. The catalyst is O. The product is [ClH:23].[NH:25]1[CH2:29][CH2:28][C@@H:27]([O:30][N:31]=[C:17]2[CH2:16][CH2:15][C@@:14]3([CH3:21])[CH:19]([C@@H:2]([CH3:1])[CH2:3][C@@H:4]4[C@@H:13]3[CH2:12][CH2:11][C@@:9]3([CH3:10])[C@H:5]4[CH2:6][CH2:7][C:8]3=[O:22])[CH2:18]2)[CH2:26]1. The yield is 0.700.